This data is from Full USPTO retrosynthesis dataset with 1.9M reactions from patents (1976-2016). The task is: Predict the reactants needed to synthesize the given product. Given the product [CH3:18][N:17]1[C:16]([C:19]2[CH:24]=[CH:23][CH:22]=[CH:21][CH:20]=2)=[N:15][N:14]=[C:13]1[S:12][CH2:11][CH2:10][CH2:9][CH:8]=[O:7], predict the reactants needed to synthesize it. The reactants are: S(=O)(=O)(O)O.C[O:7][CH:8](OC)[CH2:9][CH2:10][CH2:11][S:12][C:13]1[N:17]([CH3:18])[C:16]([C:19]2[CH:24]=[CH:23][CH:22]=[CH:21][CH:20]=2)=[N:15][N:14]=1.C(=O)([O-])[O-].[Na+].[Na+].